Dataset: Reaction yield outcomes from USPTO patents with 853,638 reactions. Task: Predict the reaction yield, written as a fraction of the theoretical maximum amount of product (1.0 means a 100% yield; for example, 0.34 means a 34% yield). (1) The reactants are [CH:1]12[CH2:9][CH2:8][CH:5]([CH2:6][CH2:7]1)[CH2:4][N:3]([C:10]([CH2:12][N:13]1[C:19]3[C:20]([CH3:24])=[CH:21][CH:22]=[CH:23][C:18]=3[C:17]([C:25]3[CH:30]=[CH:29][CH:28]=[CH:27][C:26]=3[F:31])=[N:16][CH:15]([NH:32][C:33]([N:35]3[CH:39]=[CH:38]N=C3)=[O:34])[C:14]1=[O:40])=[O:11])[CH2:2]2.N[C:42]1[CH:43]=[C:44]([OH:48])C=C[CH:47]=1.C(N(CC)CC)C.Cl. The catalyst is CN(C)C=O.C(OCC)(=O)C. The product is [CH:1]12[CH2:7][CH2:6][CH:5]([CH2:8][CH2:9]1)[CH2:4][N:3]([C:10]([CH2:12][N:13]1[C:19]3[C:20]([CH3:24])=[CH:21][CH:22]=[CH:23][C:18]=3[C:17]([C:25]3[CH:30]=[CH:29][CH:28]=[CH:27][C:26]=3[F:31])=[N:16][CH:15]([NH:32][C:33]([NH:35][C:39]3[CH:47]=[CH:42][CH:43]=[C:44]([OH:48])[CH:38]=3)=[O:34])[C:14]1=[O:40])=[O:11])[CH2:2]2. The yield is 0.685. (2) The reactants are Br[C:2]1[C:10]2[C:6](=[C:7](/[C:12](/[CH2:16][CH2:17][CH3:18])=[CH:13]/[CH2:14][CH3:15])[N:8]([CH3:11])[N:9]=2)[CH:5]=[CH:4][CH:3]=1.[Cl:19][C:20]1[CH:25]=[C:24]([Cl:26])[CH:23]=[CH:22][C:21]=1B(O)O.COCCOC.C([O-])([O-])=O.[Na+].[Na+]. The catalyst is C1C=CC([P]([Pd]([P](C2C=CC=CC=2)(C2C=CC=CC=2)C2C=CC=CC=2)([P](C2C=CC=CC=2)(C2C=CC=CC=2)C2C=CC=CC=2)[P](C2C=CC=CC=2)(C2C=CC=CC=2)C2C=CC=CC=2)(C2C=CC=CC=2)C2C=CC=CC=2)=CC=1.C(OCC)(=O)C. The product is [Cl:19][C:20]1[CH:25]=[C:24]([Cl:26])[CH:23]=[CH:22][C:21]=1[C:2]1[C:10]2[C:6](=[C:7](/[C:12](/[CH2:16][CH2:17][CH3:18])=[CH:13]/[CH2:14][CH3:15])[N:8]([CH3:11])[N:9]=2)[CH:5]=[CH:4][CH:3]=1. The yield is 0.880. (3) The reactants are FC(F)(F)S(O[C:7]1[CH:8]=[C:9]2[C:13](=[C:14]([F:16])[CH:15]=1)[C:12]([CH3:18])([CH3:17])[CH2:11][CH2:10]2)(=O)=O.C1(C(C2C=CC=CC=2)=[NH:28])C=CC=CC=1.C1C=CC(P(C2C(C3C(P(C4C=CC=CC=4)C4C=CC=CC=4)=CC=C4C=3C=CC=C4)=C3C(C=CC=C3)=CC=2)C2C=CC=CC=2)=CC=1.CC(C)([O-])C.[Na+].Cl.[OH-].[Na+]. The catalyst is C1C=CC(/C=C/C(/C=C/C2C=CC=CC=2)=O)=CC=1.C1C=CC(/C=C/C(/C=C/C2C=CC=CC=2)=O)=CC=1.C1C=CC(/C=C/C(/C=C/C2C=CC=CC=2)=O)=CC=1.[Pd].[Pd].O.C1(C)C=CC=CC=1. The product is [F:16][C:14]1[CH:15]=[C:7]([NH2:28])[CH:8]=[C:9]2[C:13]=1[C:12]([CH3:18])([CH3:17])[CH2:11][CH2:10]2. The yield is 0.650. (4) The reactants are [F:1][C:2]1[CH:7]=[C:6]([CH3:8])[C:5]([N+:9]([O-:11])=[O:10])=[CH:4][C:3]=1[N+:12]([O-:14])=[O:13].CO[CH:17]([N:20]([CH3:22])[CH3:21])OC.CN(C=O)C. The catalyst is O. The product is [F:1][C:2]1[C:3]([N+:12]([O-:14])=[O:13])=[CH:4][C:5]([N+:9]([O-:11])=[O:10])=[C:6]([CH:8]=[CH:17][N:20]([CH3:22])[CH3:21])[CH:7]=1. The yield is 0.630.